Dataset: Retrosynthesis with 50K atom-mapped reactions and 10 reaction types from USPTO. Task: Predict the reactants needed to synthesize the given product. Given the product COc1ccc(F)c(C=O)c1Cl, predict the reactants needed to synthesize it. The reactants are: CN(C)C=O.COc1ccc(F)cc1Cl.